This data is from Catalyst prediction with 721,799 reactions and 888 catalyst types from USPTO. The task is: Predict which catalyst facilitates the given reaction. Reactant: [CH2:1]([C:5]1[NH:6][C:7]([C:11]([OH:13])=[O:12])=[C:8]([Cl:10])[N:9]=1)[CH2:2][CH2:3][CH3:4].[Br:14][CH2:15][CH2:16][CH2:17]O.C1(N=C=NC2CCCCC2)CCCCC1. Product: [Br:14][CH2:15][CH2:16][CH2:17][O:12][C:11]([C:7]1[NH:6][C:5]([CH2:1][CH2:2][CH2:3][CH3:4])=[N:9][C:8]=1[Cl:10])=[O:13]. The catalyst class is: 1.